This data is from Full USPTO retrosynthesis dataset with 1.9M reactions from patents (1976-2016). The task is: Predict the reactants needed to synthesize the given product. (1) The reactants are: O1C2C(=CC=CC=2)CCC1.N1CCCCC1.C([O:22][C@@H:23]([C:25]1[N:30]=[C:29]([N:31]2[CH2:36][CH2:35][C:34]3([CH2:45][C:44](=[O:46])[C:43]4[C:38](=[CH:39][CH:40]=[C:41]([Cl:47])[CH:42]=4)[O:37]3)[CH2:33][CH2:32]2)[CH:28]=[CH:27][N:26]=1)[CH3:24])(=O)CCC.O.[OH-].[Li+]. Given the product [Cl:47][C:41]1[CH:42]=[C:43]2[C:38](=[CH:39][CH:40]=1)[O:37][C:34]1([CH2:35][CH2:36][N:31]([C:29]3[CH:28]=[CH:27][N:26]=[C:25]([C@H:23]([OH:22])[CH3:24])[N:30]=3)[CH2:32][CH2:33]1)[CH2:45][C:44]2=[O:46], predict the reactants needed to synthesize it. (2) The reactants are: [Cl:1][C:2]1[CH:8]=[C:7]([Cl:9])[CH:6]=[CH:5][C:3]=1[NH2:4].[N:10]([O-])=O.[Na+].[Cl:14][C:15]1[CH:32]=[CH:31][C:18]([C:19]([NH:21][CH:22](C(OC)=O)[C:23]([O:25][CH3:26])=[O:24])=O)=[CH:17][CH:16]=1.C([O-])([O-])=O.[K+].[K+]. Given the product [Cl:14][C:15]1[CH:32]=[CH:31][C:18]([C:19]2[N:4]([C:3]3[CH:5]=[CH:6][C:7]([Cl:9])=[CH:8][C:2]=3[Cl:1])[N:10]=[C:22]([C:23]([O:25][CH3:26])=[O:24])[N:21]=2)=[CH:17][CH:16]=1, predict the reactants needed to synthesize it. (3) The reactants are: [NH2:1][C@:2]12[CH2:37][CH2:36][C@@H:35]([C:38]([CH3:40])=[CH2:39])[C@@H:3]1[C@@H:4]1[C@@:17]([CH3:20])([CH2:18][CH2:19]2)[C@@:16]2([CH3:21])[C@@H:7]([C@:8]3([CH3:34])[C@@H:13]([CH2:14][CH2:15]2)[C:12]([CH3:23])([CH3:22])[C:11]([C:24]2[CH:33]=[CH:32][C:27]([C:28]([O:30][CH3:31])=[O:29])=[CH:26][CH:25]=2)=[CH:10][CH2:9]3)[CH2:6][CH2:5]1.[C:41]([O:45][CH3:46])(=[O:44])[CH:42]=[CH2:43].C(N(CC)CC)C. Given the product [CH3:46][O:45][C:41](=[O:44])[CH2:42][CH2:43][NH:1][C@:2]12[CH2:37][CH2:36][C@@H:35]([C:38]([CH3:40])=[CH2:39])[C@@H:3]1[C@@H:4]1[C@@:17]([CH3:20])([CH2:18][CH2:19]2)[C@@:16]2([CH3:21])[C@@H:7]([C@:8]3([CH3:34])[C@@H:13]([CH2:14][CH2:15]2)[C:12]([CH3:22])([CH3:23])[C:11]([C:24]2[CH:25]=[CH:26][C:27]([C:28]([O:30][CH3:31])=[O:29])=[CH:32][CH:33]=2)=[CH:10][CH2:9]3)[CH2:6][CH2:5]1, predict the reactants needed to synthesize it. (4) Given the product [F:1][C:2]1[CH:3]=[C:4]([CH:5]=[CH:23][CH:24]=[O:25])[CH:7]=[CH:8][C:9]=1[N:10]1[CH:14]=[CH:13][CH:12]=[N:11]1, predict the reactants needed to synthesize it. The reactants are: [F:1][C:2]1[CH:3]=[C:4]([CH:7]=[CH:8][C:9]=1[N:10]1[CH:14]=[CH:13][CH:12]=[N:11]1)[CH:5]=O.N1(C2C=C[C:23]([CH:24]=[O:25])=CC=2)C=CC=N1.